Dataset: Full USPTO retrosynthesis dataset with 1.9M reactions from patents (1976-2016). Task: Predict the reactants needed to synthesize the given product. (1) Given the product [OH:1][C:2]1[C:7]([CH2:8][CH2:9][CH3:10])=[C:6]([OH:11])[CH:5]=[CH:4][C:3]=1[C:12](=[N:16][OH:17])[CH3:13], predict the reactants needed to synthesize it. The reactants are: [OH:1][C:2]1[C:7]([CH2:8][CH2:9][CH3:10])=[C:6]([OH:11])[CH:5]=[CH:4][C:3]=1[C:12](=O)[CH3:13].Cl.[NH2:16][OH:17].C([O-])(=O)C.[Na+].O. (2) Given the product [C:1]([C:3]1[C:12]([O:13][C@H:14]2[CH2:15][CH2:16][C@@H:17]([CH3:20])[CH2:18][CH2:19]2)=[CH:11][CH:10]=[C:9]2[C:4]=1[CH:5]=[CH:6][C:7]([CH2:21][N:22]1[CH:27]3[CH2:28][CH2:29][CH:23]1[CH2:24][CH:25]([C:30]([OH:32])=[O:31])[CH2:26]3)=[CH:8]2)#[N:2], predict the reactants needed to synthesize it. The reactants are: [C:1]([C:3]1[C:12]([O:13][C@H:14]2[CH2:19][CH2:18][C@@H:17]([CH3:20])[CH2:16][CH2:15]2)=[CH:11][CH:10]=[C:9]2[C:4]=1[CH:5]=[CH:6][C:7]([CH2:21][N:22]1[CH:27]3[CH2:28][CH2:29][CH:23]1[CH2:24][CH:25]([C:30]([O:32]C)=[O:31])[CH2:26]3)=[CH:8]2)#[N:2].[OH-].[Na+].O.Cl. (3) Given the product [N:21]([S:8][CH2:7][C@@H:6]([C:9]([NH:11][CH2:12][C:13]([OH:15])=[O:14])=[O:10])[NH:5][C:3](=[O:4])[CH2:2][CH2:1][C@@H:16]([C:17]([OH:19])=[O:18])[NH2:20])=[O:22], predict the reactants needed to synthesize it. The reactants are: [CH2:1]([C@H:16]([NH2:20])[C:17]([OH:19])=[O:18])[CH2:2][C:3]([NH:5][C@H:6]([C:9]([NH:11][CH2:12][C:13]([OH:15])=[O:14])=[O:10])[CH2:7][SH:8])=[O:4].[N:21]([O-])=[O:22].[Na+].CC(C)=O. (4) Given the product [N:18]1([C:15]2[CH:16]=[C:17]3[NH:4][CH2:5][C:6]4([CH2:9][S:8](=[O:10])(=[O:11])[CH2:7]4)[C:12]3=[CH:13][CH:14]=2)[CH2:23][CH2:22][O:21][CH2:20][CH2:19]1, predict the reactants needed to synthesize it. The reactants are: C([N:4]1[C:17]2[C:12](=[CH:13][CH:14]=[C:15]([N:18]3[CH2:23][CH2:22][O:21][CH2:20][CH2:19]3)[CH:16]=2)[C:6]2([CH2:9][S:8](=[O:11])(=[O:10])[CH2:7]2)[CH2:5]1)(=O)C.Cl.C([O-])(O)=O.[Na+]. (5) Given the product [OH:12][C:10]1[C:9]([C:13](=[O:14])[CH3:15])=[N:8][N:7]([C:2]2[CH:3]=[CH:4][CH:5]=[CH:6][N:1]=2)[CH:11]=1, predict the reactants needed to synthesize it. The reactants are: [N:1]1[CH:6]=[CH:5][CH:4]=[CH:3][C:2]=1[NH:7][N:8]=[CH:9][C:10](=[O:12])[CH3:11].[CH:13]([CH:15]=O)=[O:14]. (6) Given the product [C:1]([CH:3]([CH2:12][C:13](=[O:14])[C:15]1[CH:20]=[CH:19][CH:18]=[CH:17][CH:16]=1)[C:4]([O:6][CH2:7][CH3:8])=[O:5])#[N:2], predict the reactants needed to synthesize it. The reactants are: [C:1]([CH2:3][C:4]([O:6][CH2:7][CH3:8])=[O:5])#[N:2].[H-].[Na+].Br[CH2:12][C:13]([C:15]1[CH:20]=[CH:19][CH:18]=[CH:17][CH:16]=1)=[O:14]. (7) Given the product [OH:1][C:2]1[CH:3]=[C:4]2[C:5](=[CH:9][CH:10]=1)[C:6](=[O:8])[N:30]([CH2:29][CH2:28][O:27][CH3:26])[C:11]2=[O:13], predict the reactants needed to synthesize it. The reactants are: [OH:1][C:2]1[CH:3]=[C:4]([C:11]([OH:13])=O)[C:5](=[CH:9][CH:10]=1)[C:6]([OH:8])=O.C(N1C=CN=C1)(N1C=CN=C1)=O.[CH3:26][O:27][CH2:28][CH2:29][NH2:30].